Dataset: CYP2C19 inhibition data for predicting drug metabolism from PubChem BioAssay. Task: Regression/Classification. Given a drug SMILES string, predict its absorption, distribution, metabolism, or excretion properties. Task type varies by dataset: regression for continuous measurements (e.g., permeability, clearance, half-life) or binary classification for categorical outcomes (e.g., BBB penetration, CYP inhibition). Dataset: cyp2c19_veith. (1) The drug is CCCCn1c(O)c(C=NCCN2CCCCC2)c(=O)[nH]c1=O. The result is 0 (non-inhibitor). (2) The result is 0 (non-inhibitor). The compound is COc1ccc2sc3c(=O)[nH]c4ccccc4c3c2c1.